From a dataset of Reaction yield outcomes from USPTO patents with 853,638 reactions. Predict the reaction yield, written as a fraction of the theoretical maximum amount of product (1.0 means a 100% yield; for example, 0.34 means a 34% yield). (1) The reactants are [N:1]12[CH2:8][CH2:7][C:4]([C:9]([C:17]3[CH:22]=[CH:21][CH:20]=[CH:19][CH:18]=3)([C:11]3[CH:16]=[CH:15][CH:14]=[CH:13][CH:12]=3)[OH:10])([CH2:5][CH2:6]1)[CH2:3][CH2:2]2.[Br:23][C:24]1[CH:29]=[CH:28][C:27]([CH2:30][O:31][CH2:32][CH2:33]Br)=[CH:26][CH:25]=1. The catalyst is CC#N.C(Cl)(Cl)Cl. The product is [Br-:23].[Br:23][C:24]1[CH:25]=[CH:26][C:27]([CH2:30][O:31][CH2:32][CH2:33][N+:1]23[CH2:6][CH2:5][C:4]([C:9]([OH:10])([C:17]4[CH:22]=[CH:21][CH:20]=[CH:19][CH:18]=4)[C:11]4[CH:12]=[CH:13][CH:14]=[CH:15][CH:16]=4)([CH2:3][CH2:2]2)[CH2:7][CH2:8]3)=[CH:28][CH:29]=1. The yield is 0.320. (2) The reactants are [CH3:1][C@H:2]([NH:11][CH3:12])[C@@H:3]([OH:10])[C:4]1[CH:9]=[CH:8][CH:7]=[CH:6][CH:5]=1.C(N(CC)CC)C.[Cl:20][CH2:21][CH2:22][CH2:23][CH2:24][C:25](Cl)=[O:26].O. The catalyst is C1COCC1. The product is [Cl:20][CH2:21][CH2:22][CH2:23][CH2:24][C:25]([N:11]([C@@H:2]([CH3:1])[C@@H:3]([OH:10])[C:4]1[CH:9]=[CH:8][CH:7]=[CH:6][CH:5]=1)[CH3:12])=[O:26]. The yield is 0.930.